This data is from Catalyst prediction with 721,799 reactions and 888 catalyst types from USPTO. The task is: Predict which catalyst facilitates the given reaction. (1) Reactant: [Cl:1][C:2]1[CH:7]=[CH:6][C:5]([CH:8]([OH:10])[CH3:9])=[CH:4][CH:3]=1. Product: [Cl:1][C:2]1[CH:7]=[CH:6][C:5]([C:8](=[O:10])[CH3:9])=[CH:4][CH:3]=1. The catalyst class is: 21. (2) Reactant: [H-].[Na+].[CH2:3]([C@@H:10]1[NH:14][C:13]2([CH2:19][CH2:18][N:17]([C:20]([O:22][C:23]([CH3:26])([CH3:25])[CH3:24])=[O:21])[CH2:16][CH2:15]2)[NH:12][C:11]1=[O:27])[C:4]1[CH:9]=[CH:8][CH:7]=[CH:6][CH:5]=1.[CH2:28](Cl)[C:29]1[CH:34]=[CH:33][CH:32]=[CH:31][CH:30]=1.[NH4+].[Cl-]. Product: [C:23]([O:22][C:20]([N:17]1[CH2:16][CH2:15][C:13]2([N:12]([CH2:28][C:29]3[CH:34]=[CH:33][CH:32]=[CH:31][CH:30]=3)[C:11](=[O:27])[C@H:10]([CH2:3][C:4]3[CH:9]=[CH:8][CH:7]=[CH:6][CH:5]=3)[NH:14]2)[CH2:19][CH2:18]1)=[O:21])([CH3:24])([CH3:26])[CH3:25]. The catalyst class is: 1.